From a dataset of Forward reaction prediction with 1.9M reactions from USPTO patents (1976-2016). Predict the product of the given reaction. (1) The product is: [Cl:31][C:25]1[CH:26]=[C:27]([F:30])[CH:28]=[CH:29][C:24]=1[C:20]1[C:19]2[N:18]([N:17]=[C:16]([NH:5][C:4]3[CH:6]=[CH:7][C:8]([N:9]4[CH:13]=[C:12]([CH3:14])[N:11]=[CH:10]4)=[C:2]([F:1])[CH:3]=3)[N:32]=2)[CH:23]=[CH:22][CH:21]=1. Given the reactants [F:1][C:2]1[CH:3]=[C:4]([CH:6]=[CH:7][C:8]=1[N:9]1[CH:13]=[C:12]([CH3:14])[N:11]=[CH:10]1)[NH2:5].Br[C:16]1[N:32]=[C:19]2[C:20]([C:24]3[CH:29]=[CH:28][C:27]([F:30])=[CH:26][C:25]=3[Cl:31])=[CH:21][CH:22]=[CH:23][N:18]2[N:17]=1.C1(P(C2C=CC=CC=2)C2C3OC4C(=CC=CC=4P(C4C=CC=CC=4)C4C=CC=CC=4)C(C)(C)C=3C=CC=2)C=CC=CC=1.[O-]C1C=CC=CC=1.[Na+], predict the reaction product. (2) Given the reactants [CH3:1][N:2]1[CH2:6][C:5]23[CH:11]([CH2:12][CH2:13][CH:4]2[CH2:3]1)[C:10]1[CH:14]=[CH:15][C:16](OS(C(F)(F)F)(=O)=O)=[CH:17][C:9]=1[CH2:8][CH2:7]3.[C:26]([C:28]1[CH:33]=[CH:32][C:31](B(O)O)=[CH:30][CH:29]=1)#[N:27], predict the reaction product. The product is: [CH3:1][N:2]1[CH2:6][C:5]23[CH:11]([CH2:12][CH2:13][CH:4]2[CH2:3]1)[C:10]1[CH:14]=[CH:15][C:16]([C:31]2[CH:32]=[CH:33][C:28]([C:26]#[N:27])=[CH:29][CH:30]=2)=[CH:17][C:9]=1[CH2:8][CH2:7]3.